The task is: Regression. Given two drug SMILES strings and cell line genomic features, predict the synergy score measuring deviation from expected non-interaction effect.. This data is from Merck oncology drug combination screen with 23,052 pairs across 39 cell lines. (1) Drug 1: CC1CC2C3CCC4=CC(=O)C=CC4(C)C3(F)C(O)CC2(C)C1(O)C(=O)CO. Drug 2: O=C(CCCCCCC(=O)Nc1ccccc1)NO. Cell line: T47D. Synergy scores: synergy=-2.06. (2) Drug 1: COC1=C2CC(C)CC(OC)C(O)C(C)C=C(C)C(OC(N)=O)C(OC)C=CC=C(C)C(=O)NC(=CC1=O)C2=O. Drug 2: Cn1cc(-c2cnn3c(N)c(Br)c(C4CCCNC4)nc23)cn1. Cell line: ES2. Synergy scores: synergy=3.91. (3) Drug 1: CS(=O)(=O)CCNCc1ccc(-c2ccc3ncnc(Nc4ccc(OCc5cccc(F)c5)c(Cl)c4)c3c2)o1. Drug 2: NC1CCCCC1N.O=C(O)C(=O)O.[Pt+2]. Cell line: MDAMB436. Synergy scores: synergy=-21.4. (4) Drug 1: CCC1(O)CC2CN(CCc3c([nH]c4ccccc34)C(C(=O)OC)(c3cc4c(cc3OC)N(C)C3C(O)(C(=O)OC)C(OC(C)=O)C5(CC)C=CCN6CCC43C65)C2)C1. Drug 2: CS(=O)(=O)CCNCc1ccc(-c2ccc3ncnc(Nc4ccc(OCc5cccc(F)c5)c(Cl)c4)c3c2)o1. Cell line: A2780. Synergy scores: synergy=-5.06. (5) Drug 1: CC(=O)OC1C(=O)C2(C)C(O)CC3OCC3(OC(C)=O)C2C(OC(=O)c2ccccc2)C2(O)CC(OC(=O)C(O)C(NC(=O)c3ccccc3)c3ccccc3)C(C)=C1C2(C)C. Drug 2: O=C(NOCC(O)CO)c1ccc(F)c(F)c1Nc1ccc(I)cc1F. Cell line: NCIH520. Synergy scores: synergy=-2.81. (6) Drug 1: COc1cc(C2c3cc4c(cc3C(OC3OC5COC(C)OC5C(O)C3O)C3COC(=O)C23)OCO4)cc(OC)c1O. Drug 2: CS(=O)(=O)CCNCc1ccc(-c2ccc3ncnc(Nc4ccc(OCc5cccc(F)c5)c(Cl)c4)c3c2)o1. Cell line: RPMI7951. Synergy scores: synergy=16.6. (7) Drug 1: CN(Cc1cnc2nc(N)nc(N)c2n1)c1ccc(C(=O)NC(CCC(=O)O)C(=O)O)cc1. Drug 2: O=C(CCCCCCC(=O)Nc1ccccc1)NO. Cell line: A427. Synergy scores: synergy=-6.52. (8) Drug 1: Cn1nnc2c(C(N)=O)ncn2c1=O. Drug 2: Cn1c(=O)n(-c2ccc(C(C)(C)C#N)cc2)c2c3cc(-c4cnc5ccccc5c4)ccc3ncc21. Cell line: OV90. Synergy scores: synergy=24.9.